The task is: Predict the reactants needed to synthesize the given product.. This data is from Full USPTO retrosynthesis dataset with 1.9M reactions from patents (1976-2016). Given the product [I:17][C:5]1[S:1][C:2]([C:6]([O:8][CH3:9])=[O:7])=[CH:3][CH:4]=1, predict the reactants needed to synthesize it. The reactants are: [S:1]1[CH:5]=[CH:4][CH:3]=[C:2]1[C:6]([O:8][CH3:9])=[O:7].II.FC(F)(F)C(O[I:17](C1C=CC=CC=1)OC(=O)C(F)(F)F)=O.C(=O)(O)[O-].[Na+].S([O-])([O-])(=O)=S.[Na+].[Na+].